From a dataset of Reaction yield outcomes from USPTO patents with 853,638 reactions. Predict the reaction yield, written as a fraction of the theoretical maximum amount of product (1.0 means a 100% yield; for example, 0.34 means a 34% yield). The reactants are [CH3:1][O:2][C:3]1[CH:23]=[CH:22][C:6]([CH2:7][NH:8][S:9]([C:12]2[CH:21]=[CH:20][C:15]([C:16]([O:18][CH3:19])=[O:17])=[CH:14][CH:13]=2)(=[O:11])=[O:10])=[CH:5][CH:4]=1.[F:24][C:25]1[CH:26]=[C:27]([CH:30]=[CH:31][CH:32]=1)[CH2:28]Br.C(=O)([O-])[O-].[Cs+].[Cs+]. The catalyst is CN(C=O)C.O. The product is [F:24][C:25]1[CH:26]=[C:27]([CH:30]=[CH:31][CH:32]=1)[CH2:28][N:8]([CH2:7][C:6]1[CH:22]=[CH:23][C:3]([O:2][CH3:1])=[CH:4][CH:5]=1)[S:9]([C:12]1[CH:13]=[CH:14][C:15]([C:16]([O:18][CH3:19])=[O:17])=[CH:20][CH:21]=1)(=[O:11])=[O:10]. The yield is 0.800.